From a dataset of CYP2C19 inhibition data for predicting drug metabolism from PubChem BioAssay. Regression/Classification. Given a drug SMILES string, predict its absorption, distribution, metabolism, or excretion properties. Task type varies by dataset: regression for continuous measurements (e.g., permeability, clearance, half-life) or binary classification for categorical outcomes (e.g., BBB penetration, CYP inhibition). Dataset: cyp2c19_veith. (1) The drug is CCCCN1C2=C(C(=O)CCC2)C(c2ccc(Cl)c(Cl)c2)C2=C1c1ccccc1C2=O. The result is 1 (inhibitor). (2) The compound is COc1ccccc1-c1cncnc1NCCN1CCOCC1. The result is 0 (non-inhibitor). (3) The compound is COc1ccc2[nH]cc(CCNc3cc(-c4cccnc4)ncn3)c2c1. The result is 1 (inhibitor). (4) The molecule is CC(C)(N)C(=O)N[C@@H]1C(=O)N2[C@@H]1SC(C)(C)[C@H]2C(=O)O. The result is 0 (non-inhibitor). (5) The molecule is Cc1ccccc1Oc1ccc(-c2nc(N)nc(N)n2)cc1. The result is 1 (inhibitor). (6) The compound is CC(=O)OC[C@@H]1O[C@@H](O/N=C2/C[C@@H](O)[C@@H](O)[C@@H]3[C@@H]4C(=O)N([C@@H](C)c5ccccc5)C(=O)[C@H]4CC[C@@H]23)[C@H](OC(C)=O)[C@H](OC(C)=O)[C@@H]1OC(C)=O. The result is 0 (non-inhibitor).